Dataset: Full USPTO retrosynthesis dataset with 1.9M reactions from patents (1976-2016). Task: Predict the reactants needed to synthesize the given product. (1) The reactants are: CS([O:5][CH2:6][CH2:7][CH2:8][CH2:9][CH2:10][CH2:11][CH2:12][CH2:13]/[CH:14]=[CH:15]\[CH2:16]/[CH:17]=[CH:18]\[CH2:19][CH2:20][CH2:21][CH2:22][CH3:23])(=O)=O.[CH2:24](O)[CH2:25][OH:26].[OH-].[Na+]. Given the product [CH2:6]([O:5][CH2:24][CH2:25][OH:26])[CH2:7][CH2:8][CH2:9][CH2:10][CH2:11][CH2:12][CH2:13]/[CH:14]=[CH:15]\[CH2:16]/[CH:17]=[CH:18]\[CH2:19][CH2:20][CH2:21][CH2:22][CH3:23], predict the reactants needed to synthesize it. (2) Given the product [C:1]([O:4][C:5]1[CH:27]=[CH:26][CH:25]=[CH:24][C:6]=1[C:7]([O:9][CH2:10][CH2:11][CH2:12][NH2:13])=[O:8])(=[O:3])[CH3:2], predict the reactants needed to synthesize it. The reactants are: [C:1]([O:4][C:5]1[CH:27]=[CH:26][CH:25]=[CH:24][C:6]=1[C:7]([O:9][CH2:10][CH2:11][CH2:12][NH:13]C(OCC1C=CC=CC=1)=O)=[O:8])(=[O:3])[CH3:2]. (3) The reactants are: CN(C(ON1N=NC2C=CC=NC1=2)=[N+](C)C)C.F[P-](F)(F)(F)(F)F.[O:25]=[C:26]1[C:32]2=[CH:33][C:34]3[CH:35]=[CH:36][C:37]([C:40]([OH:42])=O)=[CH:38][C:39]=3[N:31]2[CH2:30][CH2:29][CH2:28][NH:27]1.C(N=P1N(C)CCCN1C)(C)(C)C.[F:56][C:57]([F:65])([F:64])[C:58]1[CH:62]=[C:61]([NH2:63])[O:60][N:59]=1. Given the product [O:25]=[C:26]1[C:32]2=[CH:33][C:34]3[CH:35]=[CH:36][C:37]([C:40]([NH:63][C:61]4[O:60][N:59]=[C:58]([C:57]([F:65])([F:64])[F:56])[CH:62]=4)=[O:42])=[CH:38][C:39]=3[N:31]2[CH2:30][CH2:29][CH2:28][NH:27]1, predict the reactants needed to synthesize it. (4) Given the product [CH2:12]([O:19][C:20]1[C:21](=[O:29])[CH:22]=[CH:23][N:9]([C:8]2[CH:7]=[CH:6][C:5]([CH2:1][CH2:2][CH2:3][CH3:4])=[CH:11][CH:10]=2)[CH:25]=1)[C:13]1[CH:18]=[CH:17][CH:16]=[CH:15][CH:14]=1, predict the reactants needed to synthesize it. The reactants are: [CH2:1]([C:5]1[CH:11]=[CH:10][C:8]([NH2:9])=[CH:7][CH:6]=1)[CH2:2][CH2:3][CH3:4].[CH2:12]([O:19][C:20]1[C:21](=[O:29])[CH:22]=[C:23](C(O)=O)O[CH:25]=1)[C:13]1[CH:18]=[CH:17][CH:16]=[CH:15][CH:14]=1.CC(O)=O.